Dataset: Peptide-MHC class I binding affinity with 185,985 pairs from IEDB/IMGT. Task: Regression. Given a peptide amino acid sequence and an MHC pseudo amino acid sequence, predict their binding affinity value. This is MHC class I binding data. (1) The binding affinity (normalized) is 0.548. The MHC is HLA-A24:03 with pseudo-sequence HLA-A24:03. The peptide sequence is YTKIVTNIL. (2) The peptide sequence is WVPLTNNYM. The MHC is Mamu-B17 with pseudo-sequence Mamu-B17. The binding affinity (normalized) is 0. (3) The peptide sequence is PKIFEDQL. The MHC is H-2-Db with pseudo-sequence H-2-Db. The binding affinity (normalized) is 0. (4) The peptide sequence is HLPELIWRS. The MHC is HLA-B35:01 with pseudo-sequence HLA-B35:01. The binding affinity (normalized) is 0.0847. (5) The peptide sequence is MVCHRILTY. The MHC is HLA-B15:03 with pseudo-sequence HLA-B15:03. The binding affinity (normalized) is 0.692.